Dataset: Peptide-MHC class I binding affinity with 185,985 pairs from IEDB/IMGT. Task: Regression. Given a peptide amino acid sequence and an MHC pseudo amino acid sequence, predict their binding affinity value. This is MHC class I binding data. (1) The peptide sequence is AVATTHSWI. The MHC is HLA-A02:02 with pseudo-sequence HLA-A02:02. The binding affinity (normalized) is 0.437. (2) The peptide sequence is ATIEAVLAK. The MHC is HLA-B35:01 with pseudo-sequence HLA-B35:01. The binding affinity (normalized) is 0.0847. (3) The peptide sequence is SHLECRTFF. The MHC is HLA-B40:01 with pseudo-sequence HLA-B40:01. The binding affinity (normalized) is 0.0847. (4) The peptide sequence is NHINVENSL. The binding affinity (normalized) is 0.546. The MHC is HLA-B38:01 with pseudo-sequence HLA-B38:01. (5) The peptide sequence is LWEGSPGKF. The MHC is HLA-A23:01 with pseudo-sequence HLA-A23:01. The binding affinity (normalized) is 0.174. (6) The peptide sequence is IQNKLSSTF. The MHC is HLA-B15:01 with pseudo-sequence HLA-B15:01. The binding affinity (normalized) is 0.706.